Dataset: Full USPTO retrosynthesis dataset with 1.9M reactions from patents (1976-2016). Task: Predict the reactants needed to synthesize the given product. (1) Given the product [C:40]([O:43][CH2:44][C:45]1[O:39][N:38]=[C:36]([C:27]2[C:28]([C:31](=[O:32])[NH:33][CH2:34][CH3:35])=[N:29][O:30][C:26]=2[C:10]2[CH:11]=[C:12]([CH:23]([CH3:25])[CH3:24])[C:13]([O:15][CH2:16][C:17]3[CH:22]=[CH:21][CH:20]=[CH:19][CH:18]=3)=[CH:14][C:9]=2[O:8][CH2:1][C:2]2[CH:7]=[CH:6][CH:5]=[CH:4][CH:3]=2)[N:37]=1)(=[O:42])[CH3:41], predict the reactants needed to synthesize it. The reactants are: [CH2:1]([O:8][C:9]1[CH:14]=[C:13]([O:15][CH2:16][C:17]2[CH:22]=[CH:21][CH:20]=[CH:19][CH:18]=2)[C:12]([CH:23]([CH3:25])[CH3:24])=[CH:11][C:10]=1[C:26]1[O:30][N:29]=[C:28]([C:31]([NH:33][CH2:34][CH3:35])=[O:32])[C:27]=1[C:36](=[N:38][OH:39])[NH2:37])[C:2]1[CH:7]=[CH:6][CH:5]=[CH:4][CH:3]=1.[C:40]([O:43][CH2:44][C:45](Cl)=O)(=[O:42])[CH3:41]. (2) Given the product [CH3:1][O:2][C:3](=[O:12])[C:4]1[CH:9]=[CH:8][CH:7]=[C:6]([Cl:10])[C:5]=1[CH2:11][Br:13], predict the reactants needed to synthesize it. The reactants are: [CH3:1][O:2][C:3](=[O:12])[C:4]1[CH:9]=[CH:8][CH:7]=[C:6]([Cl:10])[C:5]=1[CH3:11].[Br:13]N1C(=O)CCC1=O.C(OOC(=O)C1C=CC=CC=1)(=O)C1C=CC=CC=1. (3) Given the product [Si:1]([O:18][CH2:19][CH2:20][C@H:21]1[C:26]2[CH:27]=[CH:28][C:29]([CH2:31][OH:32])=[CH:30][C:25]=2[CH2:24][CH2:23][O:22]1)([C:14]([CH3:16])([CH3:17])[CH3:15])([C:8]1[CH:9]=[CH:10][CH:11]=[CH:12][CH:13]=1)[C:2]1[CH:3]=[CH:4][CH:5]=[CH:6][CH:7]=1, predict the reactants needed to synthesize it. The reactants are: [Si:1]([O:18][CH2:19][CH2:20][C@H:21]1[C:26]2[CH:27]=[CH:28][C:29]([CH:31]=[O:32])=[CH:30][C:25]=2[CH2:24][CH2:23][O:22]1)([C:14]([CH3:17])([CH3:16])[CH3:15])([C:8]1[CH:13]=[CH:12][CH:11]=[CH:10][CH:9]=1)[C:2]1[CH:7]=[CH:6][CH:5]=[CH:4][CH:3]=1.[BH4-].[Na+].